From a dataset of Reaction yield outcomes from USPTO patents with 853,638 reactions. Predict the reaction yield, written as a fraction of the theoretical maximum amount of product (1.0 means a 100% yield; for example, 0.34 means a 34% yield). (1) The reactants are [Cl:1][C:2]1[CH:7]=[CH:6][C:5]([C:8]2[O:9][C:10]([C:14]([OH:16])=O)=[C:11]([CH3:13])[N:12]=2)=[CH:4][CH:3]=1.Cl.CN(C)CCCN=C=NCC.[N:29]1[CH:34]=[CH:33][CH:32]=[CH:31][C:30]=1[CH2:35][NH:36][CH2:37][C:38]([O:40][CH3:41])=[O:39].[Cl-].[NH4+]. The catalyst is CN(C)C1C=CN=CC=1.CN(C)C=O. The product is [Cl:1][C:2]1[CH:3]=[CH:4][C:5]([C:8]2[O:9][C:10]([C:14]([N:36]([CH2:37][C:38]([O:40][CH3:41])=[O:39])[CH2:35][C:30]3[CH:31]=[CH:32][CH:33]=[CH:34][N:29]=3)=[O:16])=[C:11]([CH3:13])[N:12]=2)=[CH:6][CH:7]=1. The yield is 0.460. (2) The reactants are C[O:2][C:3]1[CH:4]=[C:5]([CH:24]=[CH:25][CH:26]=1)[O:6][C:7]1[CH:23]=[CH:22][C:10]2[S:11][C:12]([C:15]3[CH:20]=[CH:19][N:18]=[C:17]([NH2:21])[N:16]=3)=[C:13]([CH3:14])[C:9]=2[CH:8]=1.B(Br)(Br)Br. The catalyst is C(Cl)Cl. The product is [NH2:21][C:17]1[N:16]=[C:15]([C:12]2[S:11][C:10]3[CH:22]=[CH:23][C:7]([O:6][C:5]4[CH:4]=[C:3]([OH:2])[CH:26]=[CH:25][CH:24]=4)=[CH:8][C:9]=3[C:13]=2[CH3:14])[CH:20]=[CH:19][N:18]=1. The yield is 0.740.